This data is from NCI-60 drug combinations with 297,098 pairs across 59 cell lines. The task is: Regression. Given two drug SMILES strings and cell line genomic features, predict the synergy score measuring deviation from expected non-interaction effect. (1) Drug 1: C1=C(C(=O)NC(=O)N1)N(CCCl)CCCl. Drug 2: CC(C1=C(C=CC(=C1Cl)F)Cl)OC2=C(N=CC(=C2)C3=CN(N=C3)C4CCNCC4)N. Cell line: SF-295. Synergy scores: CSS=49.3, Synergy_ZIP=15.4, Synergy_Bliss=16.1, Synergy_Loewe=11.1, Synergy_HSA=18.1. (2) Drug 1: C1CCC(CC1)NC(=O)N(CCCl)N=O. Drug 2: COCCOC1=C(C=C2C(=C1)C(=NC=N2)NC3=CC=CC(=C3)C#C)OCCOC.Cl. Cell line: SK-MEL-28. Synergy scores: CSS=23.6, Synergy_ZIP=-2.75, Synergy_Bliss=0.391, Synergy_Loewe=-1.40, Synergy_HSA=-1.14. (3) Drug 1: CS(=O)(=O)C1=CC(=C(C=C1)C(=O)NC2=CC(=C(C=C2)Cl)C3=CC=CC=N3)Cl. Drug 2: CNC(=O)C1=NC=CC(=C1)OC2=CC=C(C=C2)NC(=O)NC3=CC(=C(C=C3)Cl)C(F)(F)F. Cell line: HT29. Synergy scores: CSS=41.1, Synergy_ZIP=-3.95, Synergy_Bliss=-0.987, Synergy_Loewe=-4.23, Synergy_HSA=-3.67. (4) Drug 1: CC1OCC2C(O1)C(C(C(O2)OC3C4COC(=O)C4C(C5=CC6=C(C=C35)OCO6)C7=CC(=C(C(=C7)OC)O)OC)O)O. Drug 2: CN(C)C1=NC(=NC(=N1)N(C)C)N(C)C. Cell line: CCRF-CEM. Synergy scores: CSS=58.2, Synergy_ZIP=3.62, Synergy_Bliss=4.80, Synergy_Loewe=-35.1, Synergy_HSA=3.53. (5) Drug 1: C1CN1C2=NC(=NC(=N2)N3CC3)N4CC4. Drug 2: CC(C)(C#N)C1=CC(=CC(=C1)CN2C=NC=N2)C(C)(C)C#N. Cell line: M14. Synergy scores: CSS=29.0, Synergy_ZIP=5.03, Synergy_Bliss=5.50, Synergy_Loewe=-1.07, Synergy_HSA=-0.107. (6) Drug 1: C1=CC=C(C=C1)NC(=O)CCCCCCC(=O)NO. Drug 2: COCCOC1=C(C=C2C(=C1)C(=NC=N2)NC3=CC=CC(=C3)C#C)OCCOC. Cell line: NCI-H460. Synergy scores: CSS=61.1, Synergy_ZIP=-0.0487, Synergy_Bliss=-0.223, Synergy_Loewe=1.15, Synergy_HSA=4.50. (7) Drug 1: C1=C(C(=O)NC(=O)N1)N(CCCl)CCCl. Drug 2: CC1=C(C(=O)C2=C(C1=O)N3CC4C(C3(C2COC(=O)N)OC)N4)N. Cell line: SF-268. Synergy scores: CSS=49.4, Synergy_ZIP=17.3, Synergy_Bliss=18.6, Synergy_Loewe=16.9, Synergy_HSA=18.6. (8) Drug 1: C1=C(C(=O)NC(=O)N1)F. Drug 2: CN(C)C1=NC(=NC(=N1)N(C)C)N(C)C. Cell line: MDA-MB-435. Synergy scores: CSS=21.1, Synergy_ZIP=-1.56, Synergy_Bliss=-5.22, Synergy_Loewe=-17.7, Synergy_HSA=-8.41. (9) Drug 1: CC(C)(C#N)C1=CC(=CC(=C1)CN2C=NC=N2)C(C)(C)C#N. Drug 2: C1C(C(OC1N2C=NC3=C2NC=NCC3O)CO)O. Cell line: NCI-H226. Synergy scores: CSS=3.28, Synergy_ZIP=1.17, Synergy_Bliss=6.22, Synergy_Loewe=3.29, Synergy_HSA=3.53. (10) Drug 1: C1=CC(=CC=C1CC(C(=O)O)N)N(CCCl)CCCl.Cl. Drug 2: C1=NC2=C(N1)C(=S)N=CN2. Cell line: SF-539. Synergy scores: CSS=23.0, Synergy_ZIP=-15.3, Synergy_Bliss=-25.7, Synergy_Loewe=-43.1, Synergy_HSA=-24.9.